This data is from Retrosynthesis with 50K atom-mapped reactions and 10 reaction types from USPTO. The task is: Predict the reactants needed to synthesize the given product. (1) Given the product O=[N+]([O-])c1ccccc1Sc1ccc(Cl)cc1, predict the reactants needed to synthesize it. The reactants are: O=[N+]([O-])c1ccccc1F.Sc1ccc(Cl)cc1. (2) The reactants are: CC(OCc1ccccc1)c1nn2c(I)ncc2c(=O)[nH]1.CC1(C)OB(C2=CCOCC2)OC1(C)C. Given the product CC(OCc1ccccc1)c1nn2c(C3=CCOCC3)ncc2c(=O)[nH]1, predict the reactants needed to synthesize it. (3) The reactants are: CCOC(=O)C1COc2ccccc2C1=O. Given the product CCOC(=O)C1COc2ccccc2C1, predict the reactants needed to synthesize it. (4) Given the product CCOC(=O)COc1cc(Oc2ccc(CN(Cc3ccc(F)cc3F)c3cccc([N+](=O)[O-])c3C)cc2)ccc1F, predict the reactants needed to synthesize it. The reactants are: CCOC(=O)CO.Cc1c(N(Cc2ccc(Oc3ccc(F)c(O)c3)cc2)Cc2ccc(F)cc2F)cccc1[N+](=O)[O-].